From a dataset of Full USPTO retrosynthesis dataset with 1.9M reactions from patents (1976-2016). Predict the reactants needed to synthesize the given product. (1) Given the product [F:1][C:2]1[CH:7]=[CH:6][C:5]([C:8]2[O:9][C:10]3[CH:20]=[CH:19][C:18]([C:21]4[CH:26]=[C:25]([C:27](=[O:36])[NH:28][C:29]5([C:32]6[N:35]=[C:40]([CH3:41])[O:34][N:33]=6)[CH2:30][CH2:31]5)[C:24]([O:37][CH3:38])=[CH:23][C:22]=4[CH3:39])=[CH:17][C:11]=3[C:12]=2[C:13]([NH:15][CH3:16])=[O:14])=[CH:4][CH:3]=1, predict the reactants needed to synthesize it. The reactants are: [F:1][C:2]1[CH:7]=[CH:6][C:5]([C:8]2[O:9][C:10]3[CH:20]=[CH:19][C:18]([C:21]4[CH:26]=[C:25]([C:27](=[O:36])[NH:28][C:29]5([C:32](=[NH:35])[NH:33][OH:34])[CH2:31][CH2:30]5)[C:24]([O:37][CH3:38])=[CH:23][C:22]=4[CH3:39])=[CH:17][C:11]=3[C:12]=2[C:13]([NH:15][CH3:16])=[O:14])=[CH:4][CH:3]=1.[C:40]1(C)C=CC=C[CH:41]=1. (2) Given the product [Cl:19][C:13]1[CH:14]=[CH:15][C:16]([Cl:18])=[CH:17][C:12]=1[C:3]1[C:2]([Cl:1])=[CH:7][C:6]([O:8][CH3:9])=[C:5]([CH2:10][CH:11]=[O:20])[CH:4]=1, predict the reactants needed to synthesize it. The reactants are: [Cl:1][C:2]1[CH:7]=[C:6]([O:8][CH3:9])[C:5]([CH:10]=[CH2:11])=[CH:4][C:3]=1[C:12]1[CH:17]=[C:16]([Cl:18])[CH:15]=[CH:14][C:13]=1[Cl:19].[OH2:20]. (3) The reactants are: C([O:3][C:4](=O)[CH2:5][NH:6][CH2:7][C:8]1[C:17]2[C:12](=[CH:13][C:14]([S:18]([C:21]3[CH:26]=[CH:25][CH:24]=[CH:23][CH:22]=3)(=[O:20])=[O:19])=[CH:15][CH:16]=2)[CH:11]=[CH:10][CH:9]=1)C.[CH3:28][NH2:29]. Given the product [C:21]1([S:18]([C:14]2[CH:13]=[C:12]3[C:17](=[CH:16][CH:15]=2)[C:8]([CH2:7][NH:6][CH2:5][C:4]([NH:29][CH3:28])=[O:3])=[CH:9][CH:10]=[CH:11]3)(=[O:20])=[O:19])[CH:26]=[CH:25][CH:24]=[CH:23][CH:22]=1, predict the reactants needed to synthesize it. (4) Given the product [CH3:30][C:25]1[CH:26]=[CH:27][CH:28]=[CH:29][C:24]=1[C:22]([C:21]1[C:14]2[C:13]([NH:1][C:2]3[CH:3]=[C:4]([NH:8][C:9](=[O:11])[CH3:10])[CH:5]=[CH:6][CH:7]=3)=[N:18][CH:17]=[N:16][C:15]=2[NH:19][CH:20]=1)=[O:23], predict the reactants needed to synthesize it. The reactants are: [NH2:1][C:2]1[CH:3]=[C:4]([NH:8][C:9](=[O:11])[CH3:10])[CH:5]=[CH:6][CH:7]=1.Cl[C:13]1[C:14]2[C:21]([C:22]([C:24]3[CH:29]=[CH:28][CH:27]=[CH:26][C:25]=3[CH3:30])=[O:23])=[CH:20][NH:19][C:15]=2[N:16]=[CH:17][N:18]=1. (5) Given the product [F:1][C:2]1[CH:7]=[CH:6][C:5]([N:8]2[C:16]3[CH:15]=[C:14]4[CH2:17][CH2:18][C@H:19]5[C:24]([C@@:13]4([CH3:31])[CH2:12][C:11]=3[CH:10]=[N:9]2)=[CH:23][CH2:22][C@@H:21]([C:25]([F:28])([F:27])[F:26])[C@@H:20]5[CH2:29][NH:39][CH2:32][C:33]2[CH:38]=[CH:37][CH:36]=[CH:35][CH:34]=2)=[CH:4][CH:3]=1, predict the reactants needed to synthesize it. The reactants are: [F:1][C:2]1[CH:7]=[CH:6][C:5]([N:8]2[C:16]3[CH:15]=[C:14]4[CH2:17][CH2:18][C@H:19]5[C:24]([C@@:13]4([CH3:31])[CH2:12][C:11]=3[CH:10]=[N:9]2)=[CH:23][CH2:22][C@@H:21]([C:25]([F:28])([F:27])[F:26])[C@@H:20]5[CH:29]=O)=[CH:4][CH:3]=1.[CH2:32]([NH2:39])[C:33]1[CH:38]=[CH:37][CH:36]=[CH:35][CH:34]=1. (6) Given the product [F:20][C:21]([F:28])([F:27])[C:22]1([NH:26][C:16]([C:9]2[C:10]3[CH2:11][C@@H:12]4[CH2:15][C@@H:13]4[C:14]=3[N:7]([C:2]3[CH:3]=[N:4][CH:5]=[CH:6][N:1]=3)[N:8]=2)=[O:18])[CH2:25][CH2:24][CH2:23]1, predict the reactants needed to synthesize it. The reactants are: [N:1]1[CH:6]=[CH:5][N:4]=[CH:3][C:2]=1[N:7]1[C:14]2[C@H:13]3[CH2:15][C@H:12]3[CH2:11][C:10]=2[C:9]([C:16]([OH:18])=O)=[N:8]1.Cl.[F:20][C:21]([F:28])([F:27])[C:22]1([NH2:26])[CH2:25][CH2:24][CH2:23]1. (7) Given the product [NH:2]([C:18](=[O:19])[C:17]([NH:16][C:13]1[CH:14]=[CH:15][C:10]([N:4]2[CH2:9][CH2:8][O:7][CH2:6][CH2:5]2)=[CH:11][CH:12]=1)=[O:22])[NH2:3], predict the reactants needed to synthesize it. The reactants are: O.[NH2:2][NH2:3].[N:4]1([C:10]2[CH:15]=[CH:14][C:13]([NH:16][C:17](=[O:22])[C:18](OC)=[O:19])=[CH:12][CH:11]=2)[CH2:9][CH2:8][O:7][CH2:6][CH2:5]1. (8) Given the product [Cl:1][C:2]1[CH:7]=[CH:6][C:5]([C:8]2[CH:13]=[C:12]([CH3:14])[C:11]([N:15]3[C:24]4[C:19](=[CH:20][C:21]([S:25]([NH:54][C:49]5[N:50]=[CH:51][CH:52]=[CH:53][N:48]=5)(=[O:27])=[O:26])=[CH:22][CH:23]=4)[CH:18]=[CH:17][C:16]3=[O:40])=[CH:10][C:9]=2[F:41])=[CH:4][C:3]=1[CH3:42], predict the reactants needed to synthesize it. The reactants are: [Cl:1][C:2]1[CH:7]=[CH:6][C:5]([C:8]2[CH:13]=[C:12]([CH3:14])[C:11]([N:15]3[C:24]4[C:19](=[CH:20][C:21]([S:25](OC5C(F)=C(F)C(F)=C(F)C=5F)(=[O:27])=[O:26])=[CH:22][CH:23]=4)[CH:18]=[CH:17][C:16]3=[O:40])=[CH:10][C:9]=2[F:41])=[CH:4][C:3]=1[CH3:42].C1COCC1.[N:48]1[CH:53]=[CH:52][CH:51]=[N:50][C:49]=1[NH2:54].C[Si]([N-][Si](C)(C)C)(C)C.[Li+].